Predict the product of the given reaction. From a dataset of Forward reaction prediction with 1.9M reactions from USPTO patents (1976-2016). (1) Given the reactants [O:1]1[CH:5]=[CH:4][CH:3]=[C:2]1[C:6]1[CH:37]=[CH:36][C:9]([C:10]([N:12]([CH2:18][C:19]2[CH:35]=[CH:34][CH:33]=[CH:32][C:20]=2[O:21][CH2:22][CH2:23][CH2:24][CH2:25][CH2:26][C:27]([O:29]CC)=[O:28])[CH2:13][C:14]([F:17])([F:16])[F:15])=[O:11])=[CH:8][CH:7]=1.O.[OH-].[Li+], predict the reaction product. The product is: [O:1]1[CH:5]=[CH:4][CH:3]=[C:2]1[C:6]1[CH:37]=[CH:36][C:9]([C:10]([N:12]([CH2:18][C:19]2[CH:35]=[CH:34][CH:33]=[CH:32][C:20]=2[O:21][CH2:22][CH2:23][CH2:24][CH2:25][CH2:26][C:27]([OH:29])=[O:28])[CH2:13][C:14]([F:17])([F:15])[F:16])=[O:11])=[CH:8][CH:7]=1. (2) Given the reactants [F:1][C:2]1[CH:8]=[C:7](I)[CH:6]=[CH:5][C:3]=1[NH2:4].[NH:10]1[CH2:15][CH2:14][O:13][CH2:12][C:11]1=[O:16], predict the reaction product. The product is: [NH2:4][C:3]1[CH:5]=[CH:6][C:7]([N:10]2[CH2:15][CH2:14][O:13][CH2:12][C:11]2=[O:16])=[CH:8][C:2]=1[F:1]. (3) Given the reactants [H-].[Na+].[Br:3][C:4]1[CH:9]=[CH:8][C:7]([SH:10])=[CH:6][CH:5]=1.[CH3:11][O:12][CH:13]([O:16][CH3:17])[CH2:14]Br, predict the reaction product. The product is: [Br:3][C:4]1[CH:9]=[CH:8][C:7]([S:10][CH2:14][CH:13]([O:16][CH3:17])[O:12][CH3:11])=[CH:6][CH:5]=1. (4) The product is: [Br:15][C:16]1[CH:17]=[CH:18][C:19]([CH:22]([O:26][C:27]2[CH:32]=[CH:31][CH:30]=[CH:29][CH:28]=2)[CH:23]([CH3:24])[CH3:25])=[CH:20][CH:21]=1. Given the reactants C(OC(N=NC(OC(C)C)=O)=O)(C)C.[Br:15][C:16]1[CH:21]=[CH:20][C:19]([CH:22]([OH:26])[CH:23]([CH3:25])[CH3:24])=[CH:18][CH:17]=1.[C:27]1(O)[CH:32]=[CH:31][CH:30]=[CH:29][CH:28]=1.C1(P(C2C=CC=CC=2)C2C=CC=CC=2)C=CC=CC=1, predict the reaction product. (5) Given the reactants Cl.O1CCOCC1.[C:8]1([CH:14]([C:16]2[N:17]=[CH:18][C:19]3[CH2:25][CH2:24][N:23](C(OC(C)(C)C)=O)[CH2:22][CH2:21][C:20]=3[N:33]=2)[CH3:15])[CH:13]=[CH:12][CH:11]=[CH:10][CH:9]=1, predict the reaction product. The product is: [C:8]1([CH:14]([C:16]2[N:17]=[CH:18][C:19]3[CH2:25][CH2:24][NH:23][CH2:22][CH2:21][C:20]=3[N:33]=2)[CH3:15])[CH:13]=[CH:12][CH:11]=[CH:10][CH:9]=1. (6) Given the reactants [NH2:1][C:2]1[S:3][C:4]2[C:9]([N:10]=1)=[CH:8][CH:7]=[C:6]([O:11][C:12]1[CH:13]=[CH:14][C:15]([CH3:32])=[C:16]([NH:18][C:19](=[O:31])[C:20]3[CH:25]=[CH:24][CH:23]=[C:22]([C:26]([C:29]#[N:30])([CH3:28])[CH3:27])[CH:21]=3)[CH:17]=1)[N:5]=2.[Cl:33][CH2:34][C:35](Cl)=[O:36], predict the reaction product. The product is: [Cl:33][CH2:34][C:35]([NH:1][C:2]1[S:3][C:4]2[C:9]([N:10]=1)=[CH:8][CH:7]=[C:6]([O:11][C:12]1[CH:13]=[CH:14][C:15]([CH3:32])=[C:16]([NH:18][C:19](=[O:31])[C:20]3[CH:25]=[CH:24][CH:23]=[C:22]([C:26]([C:29]#[N:30])([CH3:27])[CH3:28])[CH:21]=3)[CH:17]=1)[N:5]=2)=[O:36].